Dataset: Forward reaction prediction with 1.9M reactions from USPTO patents (1976-2016). Task: Predict the product of the given reaction. Given the reactants O[C:2]1([C:23]2[CH:28]=[CH:27][CH:26]=[CH:25][CH:24]=2)[C:6]2[CH:7]=[C:8]([NH:13][C:14](=[O:20])[CH2:15][C:16]([CH3:19])([CH3:18])[CH3:17])[C:9]([CH3:12])=[C:10]([CH3:11])[C:5]=2[O:4][C:3]1([CH3:22])[CH3:21], predict the reaction product. The product is: [CH3:21][C:3]1([CH3:22])[CH:2]([C:23]2[CH:24]=[CH:25][CH:26]=[CH:27][CH:28]=2)[C:6]2[CH:7]=[C:8]([NH:13][C:14](=[O:20])[CH2:15][C:16]([CH3:19])([CH3:18])[CH3:17])[C:9]([CH3:12])=[C:10]([CH3:11])[C:5]=2[O:4]1.